Dataset: Reaction yield outcomes from USPTO patents with 853,638 reactions. Task: Predict the reaction yield, written as a fraction of the theoretical maximum amount of product (1.0 means a 100% yield; for example, 0.34 means a 34% yield). (1) The reactants are [CH2:1]([O:8][C:9]1[CH:18]=[C:17]2[C:12]([C:13]([Cl:19])=[N:14][CH:15]=[N:16]2)=[CH:11][C:10]=1[O:20][CH3:21])[C:2]1[CH:7]=[CH:6][CH:5]=[CH:4][CH:3]=1.[Cl:22][C:23]1[CH:29]=[CH:28][C:26]([NH2:27])=[C:25]([F:30])[CH:24]=1. The catalyst is CC(O)C. The product is [ClH:19].[CH2:1]([O:8][C:9]1[CH:18]=[C:17]2[C:12]([C:13]([NH:27][C:26]3[CH:28]=[CH:29][C:23]([Cl:22])=[CH:24][C:25]=3[F:30])=[N:14][CH:15]=[N:16]2)=[CH:11][C:10]=1[O:20][CH3:21])[C:2]1[CH:7]=[CH:6][CH:5]=[CH:4][CH:3]=1. The yield is 0.640. (2) The reactants are [C:1]([O:5][C:6]([N:8]1[CH2:13][CH2:12][N:11]([CH2:14][CH2:15]O)[CH2:10][CH2:9]1)=[O:7])([CH3:4])([CH3:3])[CH3:2].C(N(CC)CC)C.CS(Cl)(=O)=O.[F:29][C:30]1[C:39]([F:40])=[CH:38][C:33]2[N:34]=[C:35]([SH:37])[NH:36][C:32]=2[CH:31]=1.C(=O)([O-])[O-].[K+].[K+].C1OCCOCCOCCOCCOCCOC1. The catalyst is C1COCC1.CN(C)C1C=CN=CC=1. The product is [C:1]([O:5][C:6]([N:8]1[CH2:13][CH2:12][N:11]([CH2:14][CH2:15][S:37][C:35]2[NH:36][C:32]3[CH:31]=[C:30]([F:29])[C:39]([F:40])=[CH:38][C:33]=3[N:34]=2)[CH2:10][CH2:9]1)=[O:7])([CH3:4])([CH3:3])[CH3:2]. The yield is 0.680. (3) The reactants are [Cl:1][C:2]1[CH:10]=[C:9]2[C:5]([C:6]([CH:11]=[O:12])=[CH:7][NH:8]2)=[CH:4][C:3]=1[C:13]1[CH:18]=[CH:17][C:16]([CH2:19][CH2:20][OH:21])=[CH:15][CH:14]=1.CC(=CC)C.Cl([O-])=[O:28].[Na+].O.OP([O-])(O)=O.[Na+]. The catalyst is C(#N)C.C(O)(C)(C)C.O. The product is [Cl:1][C:2]1[CH:10]=[C:9]2[C:5]([C:6]([C:11]([OH:28])=[O:12])=[CH:7][NH:8]2)=[CH:4][C:3]=1[C:13]1[CH:18]=[CH:17][C:16]([CH2:19][CH2:20][OH:21])=[CH:15][CH:14]=1. The yield is 0.250.